From a dataset of Forward reaction prediction with 1.9M reactions from USPTO patents (1976-2016). Predict the product of the given reaction. (1) Given the reactants [C:1]([NH:4][C@H:5]1[C@@H:10]([N:11]2[CH2:15][CH2:14][C@H:13]([NH2:16])[C:12]2=[O:17])[CH2:9][CH2:8][C@@H:7]([NH:18][C:19](=[O:25])[O:20][C:21]([CH3:24])([CH3:23])[CH3:22])[CH2:6]1)(=[O:3])[CH3:2].Cl[C:27]1[C:36]2[C:31](=[CH:32][CH:33]=[C:34]([C:37]([F:40])([F:39])[F:38])[CH:35]=2)[N:30]=[CH:29][N:28]=1.C(N(C(C)C)CC)(C)C, predict the reaction product. The product is: [C:1]([NH:4][C@H:5]1[C@@H:10]([N:11]2[CH2:15][CH2:14][C@H:13]([NH:16][C:27]3[C:36]4[C:31](=[CH:32][CH:33]=[C:34]([C:37]([F:39])([F:40])[F:38])[CH:35]=4)[N:30]=[CH:29][N:28]=3)[C:12]2=[O:17])[CH2:9][CH2:8][C@@H:7]([NH:18][C:19](=[O:25])[O:20][C:21]([CH3:24])([CH3:23])[CH3:22])[CH2:6]1)(=[O:3])[CH3:2]. (2) Given the reactants C([O:8][C:9]1[CH:18]=[C:17]2[C:12]([C:13]([O:19][C:20]3[C:21]([C:30]([O:32][CH2:33][CH2:34][CH3:35])=[O:31])=[CH:22][C:23]4[C:28]([CH:29]=3)=[CH:27][CH:26]=[CH:25][CH:24]=4)=[CH:14][CH:15]=[N:16]2)=[CH:11][C:10]=1[O:36][CH3:37])C1C=CC=CC=1.CS(O)(=O)=O, predict the reaction product. The product is: [OH:8][C:9]1[CH:18]=[C:17]2[C:12]([C:13]([O:19][C:20]3[C:21]([C:30]([O:32][CH2:33][CH2:34][CH3:35])=[O:31])=[CH:22][C:23]4[C:28]([CH:29]=3)=[CH:27][CH:26]=[CH:25][CH:24]=4)=[CH:14][CH:15]=[N:16]2)=[CH:11][C:10]=1[O:36][CH3:37]. (3) Given the reactants [Li]CCCC.C(NC(C)C)(C)C.[CH3:13][S:14][C:15]1[CH:20]=[CH:19][C:18]([CH2:21][C:22]([O:24][CH2:25][CH3:26])=[O:23])=[CH:17][CH:16]=1.[CH2:27]([O:34][CH2:35][C@@H:36]1[CH2:41][C:40]([F:43])([F:42])[CH2:39][CH2:38][C@H:37]1[CH:44]=[O:45])[C:28]1[CH:33]=[CH:32][CH:31]=[CH:30][CH:29]=1.[NH4+].[Cl-], predict the reaction product. The product is: [CH2:27]([O:34][CH2:35][CH:36]1[CH2:41][C:40]([F:43])([F:42])[CH2:39][CH2:38][CH:37]1[CH:44]([OH:45])[CH:21]([C:18]1[CH:17]=[CH:16][C:15]([S:14][CH3:13])=[CH:20][CH:19]=1)[C:22]([O:24][CH2:25][CH3:26])=[O:23])[C:28]1[CH:29]=[CH:30][CH:31]=[CH:32][CH:33]=1. (4) Given the reactants [NH2:1][C:2]1[CH:11]=[CH:10][C:5]([C:6]([O:8][CH3:9])=[O:7])=[C:4]([O:12][CH2:13][C:14]2[CH:19]=[CH:18][CH:17]=[CH:16][CH:15]=2)[CH:3]=1.[C:20]([C:24]1[CH:25]=[C:26]([NH:37][C:38]([NH:40][C:41]2[C:50]3[C:45](=[CH:46][CH:47]=[CH:48][CH:49]=3)[C:44]([O:51][C:52]3[CH:57]=[CH:56][N:55]=[C:54](Cl)[CH:53]=3)=[CH:43][CH:42]=2)=[O:39])[C:27]([O:35][CH3:36])=[C:28]([NH:30][S:31]([CH3:34])(=[O:33])=[O:32])[CH:29]=1)([CH3:23])([CH3:22])[CH3:21].C([O-])([O-])=O.[K+].[K+].CC(C1C=C(C(C)C)C(C2C(P(C3CCCCC3)C3CCCCC3)=C(OC)C=CC=2OC)=C(C(C)C)C=1)C, predict the reaction product. The product is: [CH2:13]([O:12][C:4]1[CH:3]=[C:2]([NH:1][C:54]2[CH:53]=[C:52]([O:51][C:44]3[C:45]4[C:50](=[CH:49][CH:48]=[CH:47][CH:46]=4)[C:41]([NH:40][C:38]([NH:37][C:26]4[CH:25]=[C:24]([C:20]([CH3:23])([CH3:22])[CH3:21])[CH:29]=[C:28]([NH:30][S:31]([CH3:34])(=[O:33])=[O:32])[C:27]=4[O:35][CH3:36])=[O:39])=[CH:42][CH:43]=3)[CH:57]=[CH:56][N:55]=2)[CH:11]=[CH:10][C:5]=1[C:6]([O:8][CH3:9])=[O:7])[C:14]1[CH:19]=[CH:18][CH:17]=[CH:16][CH:15]=1. (5) Given the reactants [CH3:1][C:2]1([CH3:15])[CH2:7][CH2:6][C:5]([CH3:9])([CH3:8])[CH:4]([CH2:10][C:11](=[O:13])[CH3:12])[C:3]1=O.[OH-].[K+], predict the reaction product. The product is: [CH3:1][C:2]1([CH3:15])[CH2:7][CH2:6][C:5]([CH3:9])([CH3:8])[CH:4]2[C:3]1=[CH:12][C:11](=[O:13])[CH2:10]2. (6) Given the reactants C(OC([N:8]1[CH2:17][CH2:16][C:15]2[NH:14][N:13]=[C:12]([C:18]3[CH:23]=[CH:22][C:21]([Cl:24])=[CH:20][CH:19]=3)[C:11]=2[CH2:10][CH2:9]1)=O)(C)(C)C.[CH2:25]([O:32][C:33]1[CH:34]=[C:35]([CH:38]=[CH:39][C:40]=1[O:41][CH2:42][C:43]1[CH:48]=[CH:47][CH:46]=[CH:45][CH:44]=1)[CH2:36]Cl)[C:26]1[CH:31]=[CH:30][CH:29]=[CH:28][CH:27]=1.C(OC(N1CCC2C(=C(C3C=CC(Cl)=CC=3)N(CC3C=CC(OCC4C=CC=CC=4)=C(OCC4C=CC=CC=4)C=3)N=2)CC1)=O)(C)(C)C, predict the reaction product. The product is: [CH2:25]([O:32][C:33]1[CH:34]=[C:35]([CH:38]=[CH:39][C:40]=1[O:41][CH2:42][C:43]1[CH:48]=[CH:47][CH:46]=[CH:45][CH:44]=1)[CH2:36][N:14]1[C:15]2[CH2:16][CH2:17][NH:8][CH2:9][CH2:10][C:11]=2[C:12]([C:18]2[CH:19]=[CH:20][C:21]([Cl:24])=[CH:22][CH:23]=2)=[N:13]1)[C:26]1[CH:27]=[CH:28][CH:29]=[CH:30][CH:31]=1. (7) Given the reactants [Br:1][C:2]1[CH:8]=[CH:7][C:5]([NH2:6])=[C:4]([F:9])[CH:3]=1.[N:10]([C:13]1[CH:23]=[CH:22][C:16]([C:17]([O:19][CH2:20][CH3:21])=[O:18])=[CH:15][CH:14]=1)=[C:11]=[O:12], predict the reaction product. The product is: [CH2:20]([O:19][C:17](=[O:18])[C:16]1[CH:22]=[CH:23][C:13]([NH:10][C:11]([NH:6][C:5]2[CH:7]=[CH:8][C:2]([Br:1])=[CH:3][C:4]=2[F:9])=[O:12])=[CH:14][CH:15]=1)[CH3:21]. (8) The product is: [Cl:12][C:13]1[C:22]2[C:17](=[CH:18][CH:19]=[C:20]([C:23]([C:25]3[N:29]([CH3:30])[C:28]([CH3:31])=[N:27][CH:26]=3)([C:11]3[N:7]([CH3:6])[N:8]=[N:9][CH:10]=3)[OH:24])[CH:21]=2)[N:16]=[C:15]([O:32][CH3:33])[C:14]=1[CH2:34][C:35]1[CH:36]=[N:37][C:38]([C:41]([F:42])([F:43])[F:44])=[CH:39][CH:40]=1. Given the reactants [Li]CCCC.[CH3:6][N:7]1[CH:11]=[CH:10][N:9]=[N:8]1.[Cl:12][C:13]1[C:22]2[C:17](=[CH:18][CH:19]=[C:20]([CH:23]([C:25]3[N:29]([CH3:30])[C:28]([CH3:31])=[N:27][CH:26]=3)[OH:24])[CH:21]=2)[N:16]=[C:15]([O:32][CH3:33])[C:14]=1[CH2:34][C:35]1[CH:36]=[N:37][C:38]([C:41]([F:44])([F:43])[F:42])=[CH:39][CH:40]=1, predict the reaction product. (9) Given the reactants [NH:1]1[C:9]2[C:4](=[CH:5][CH:6]=[C:7]3[O:13][CH2:12][CH2:11][CH2:10][C:8]3=2)[CH:3]=[C:2]1[C:14]([O:16]C)=[O:15].[O:18]1[C:30]2[C:22]([CH2:23][C:24]3[CH2:25][CH2:26][NH:27][C:28]=3[CH:29]=2)=[CH:21][CH:20]=[C:19]1[C:31]([O:33]C)=[O:32].[O:35]1[C:40]2[C:41]3[CH:42]=[CH:43][NH:44][C:45]=3[CH2:46][CH2:47][C:39]=2[CH:38]=[CH:37][CH:36]1[C:48]([O:50]C)=[O:49].C(OC(C)C)(C)C.C(OC(C)C)(C)C.CCCCCCC, predict the reaction product. The product is: [NH:1]1[C:9]2[C:4](=[CH:5][CH:6]=[C:7]3[O:13][CH2:12][CH2:11][CH2:10][C:8]3=2)[CH:3]=[C:2]1[C:14]([OH:16])=[O:15].[O:18]1[C:30]2[C:22]([CH2:23][C:24]3[CH2:25][CH2:26][NH:27][C:28]=3[CH:29]=2)=[CH:21][CH:20]=[C:19]1[C:31]([OH:33])=[O:32].[O:35]1[C:40]2[C:41]3[CH:42]=[CH:43][NH:44][C:45]=3[CH2:46][CH2:47][C:39]=2[CH:38]=[CH:37][CH:36]1[C:48]([OH:50])=[O:49]. (10) Given the reactants [Cl:1][C:2]1[C:10]2[C:5](=[CH:6][CH:7]=[C:8]3[O:15][CH2:14][CH2:13][N:12](C(OC(C)(C)C)=O)[CH2:11][C:9]3=2)[NH:4][CH:3]=1.[H-].[Na+].[F:25][C:26]1[CH:31]=[CH:30][C:29]([S:32](Cl)(=[O:34])=[O:33])=[CH:28][CH:27]=1.[C:36]([OH:42])([C:38]([F:41])([F:40])[F:39])=[O:37], predict the reaction product. The product is: [F:39][C:38]([F:41])([F:40])[C:36]([OH:42])=[O:37].[Cl:1][C:2]1[C:10]2[C:5](=[CH:6][CH:7]=[C:8]3[O:15][CH2:14][CH2:13][NH:12][CH2:11][C:9]3=2)[N:4]([S:32]([C:29]2[CH:30]=[CH:31][C:26]([F:25])=[CH:27][CH:28]=2)(=[O:34])=[O:33])[CH:3]=1.